Dataset: Reaction yield outcomes from USPTO patents with 853,638 reactions. Task: Predict the reaction yield, written as a fraction of the theoretical maximum amount of product (1.0 means a 100% yield; for example, 0.34 means a 34% yield). (1) The reactants are F[C:2](F)(F)[C:3](O)=O.CC(N1[C:16]([C:17]([NH:19][CH2:20][C:21]2[CH:26]=[CH:25][C:24]([C:27]3[CH:28]=[C:29]4[C:33](=[C:34]([C:36]([NH2:38])=[O:37])[CH:35]=3)[NH:32][CH:31]=[C:30]4[CH:39]3[CH2:44][CH2:43][N:42]([S:45]([CH2:48][CH3:49])(=[O:47])=[O:46])[CH2:41][CH2:40]3)=[CH:23][CH:22]=2)=[O:18])=[CH:15][C:14](C)=[N:13]1)(C)C.CC(N1C(C(NCC2C=CC(B(O)O)=CC=2)=O)=CC(C)=N1)(C)C. No catalyst specified. The product is [CH2:48]([S:45]([N:42]1[CH2:41][CH2:40][CH:39]([C:30]2[C:29]3[C:33](=[C:34]([C:36]([NH2:38])=[O:37])[CH:35]=[C:27]([C:24]4[CH:23]=[CH:22][C:21]([CH2:20][NH:19][C:17]([C:16]5[CH:15]=[CH:14][N:13]=[CH:3][CH:2]=5)=[O:18])=[CH:26][CH:25]=4)[CH:28]=3)[NH:32][CH:31]=2)[CH2:44][CH2:43]1)(=[O:47])=[O:46])[CH3:49]. The yield is 0.458. (2) The reactants are Br[C:2]1[CH:7]=[CH:6][C:5]([CH3:8])=[CH:4][N:3]=1.[Br:9][C:10]1[CH:11]=[C:12](B(O)O)[CH:13]=[CH:14][CH:15]=1.C1(P(C2C=CC=CC=2)C2C=CC=CC=2)C=CC=CC=1.C(=O)([O-])[O-].[K+].[K+]. The catalyst is C([O-])(=O)C.[Pd+2].C([O-])(=O)C.C(OCC)(=O)C.O.COCCOC. The product is [Br:9][C:10]1[CH:15]=[C:14]([C:2]2[CH:7]=[CH:6][C:5]([CH3:8])=[CH:4][N:3]=2)[CH:13]=[CH:12][CH:11]=1. The yield is 0.681. (3) The reactants are [F:1][C:2]1[CH:3]=[C:4]([CH2:17][CH2:18][C:19]([O:21][CH2:22][CH3:23])=[O:20])[CH:5]=[CH:6][C:7]=1[O:8][CH2:9][C:10]1[CH:15]=[CH:14][CH:13]=[C:12]([OH:16])[CH:11]=1.Br[CH2:25][C:26]([O:28][C:29]([CH3:32])([CH3:31])[CH3:30])=[O:27].C(=O)([O-])[O-].[K+].[K+]. The catalyst is CN(C)C=O.C(OCC)(=O)C. The product is [C:29]([O:28][C:26](=[O:27])[CH2:25][O:16][C:12]1[CH:11]=[C:10]([CH:15]=[CH:14][CH:13]=1)[CH2:9][O:8][C:7]1[CH:6]=[CH:5][C:4]([CH2:17][CH2:18][C:19]([O:21][CH2:22][CH3:23])=[O:20])=[CH:3][C:2]=1[F:1])([CH3:32])([CH3:31])[CH3:30]. The yield is 0.990.